Dataset: Full USPTO retrosynthesis dataset with 1.9M reactions from patents (1976-2016). Task: Predict the reactants needed to synthesize the given product. (1) Given the product [NH2:16][CH2:15][C@@H:5]1[CH2:4][CH2:3][C@H:2]([CH3:1])[CH2:7][N:6]1[C:8]([O:10][C:11]([CH3:12])([CH3:14])[CH3:13])=[O:9], predict the reactants needed to synthesize it. The reactants are: [CH3:1][C@@H:2]1[CH2:7][N:6]([C:8]([O:10][C:11]([CH3:14])([CH3:13])[CH3:12])=[O:9])[C@H:5]([CH2:15][NH:16]CC2C=CC=CC=2)[CH2:4][CH2:3]1. (2) Given the product [Cl:1][C:2]1[CH:3]=[CH:4][C:5]([O:34][CH3:35])=[C:6]([C:8]2[C:17]3[C:12](=[CH:13][C:14]([S:18]([NH:42][C:39]4[CH:40]=[CH:41][N:36]=[CH:37][N:38]=4)(=[O:21])=[O:20])=[CH:15][CH:16]=3)[C:11](=[O:33])[NH:10][N:9]=2)[CH:7]=1, predict the reactants needed to synthesize it. The reactants are: [Cl:1][C:2]1[CH:3]=[CH:4][C:5]([O:34][CH3:35])=[C:6]([C:8]2[C:17]3[C:12](=[CH:13][C:14]([S:18]([O:21]C4C(F)=C(F)C(F)=C(F)C=4F)(=[O:20])=O)=[CH:15][CH:16]=3)[C:11](=[O:33])[NH:10][N:9]=2)[CH:7]=1.[N:36]1[CH:41]=[CH:40][C:39]([NH2:42])=[N:38][CH:37]=1.C[Si]([N-][Si](C)(C)C)(C)C.[Li+].